This data is from Catalyst prediction with 721,799 reactions and 888 catalyst types from USPTO. The task is: Predict which catalyst facilitates the given reaction. (1) Reactant: I[C:2]1[CH:7]=[CH:6][CH:5]=[CH:4][CH:3]=1.[NH2:8][C:9]1[CH:21]=[C:20]([C:22]2[CH:27]=[CH:26][CH:25]=[CH:24][CH:23]=2)[CH:19]=[CH:18][C:10]=1[C:11]([O:13][C:14]([CH3:17])([CH3:16])[CH3:15])=[O:12].C1(P(C2C=CC=CC=2)C2C=CC3C(=CC=CC=3)C=2C2C3C(=CC=CC=3)C=CC=2P(C2C=CC=CC=2)C2C=CC=CC=2)C=CC=CC=1.C(=O)([O-])[O-].[Cs+].[Cs+]. Product: [NH:8]([C:9]1[CH:21]=[C:20]([C:22]2[CH:23]=[CH:24][CH:25]=[CH:26][CH:27]=2)[CH:19]=[CH:18][C:10]=1[C:11]([O:13][C:14]([CH3:17])([CH3:16])[CH3:15])=[O:12])[C:2]1[CH:7]=[CH:6][CH:5]=[CH:4][CH:3]=1. The catalyst class is: 487. (2) Reactant: C([NH:4][C:5]1[C:14]2[CH2:13][CH2:12][CH2:11][CH2:10][C:9]=2[CH:8]=[CH:7][C:6]=1[N+:15]([O-:17])=[O:16])(=O)C.[OH-].[Na+].Cl. Product: [NH2:4][C:5]1[C:14]2[CH2:13][CH2:12][CH2:11][CH2:10][C:9]=2[CH:8]=[CH:7][C:6]=1[N+:15]([O-:17])=[O:16]. The catalyst class is: 216.